Dataset: Catalyst prediction with 721,799 reactions and 888 catalyst types from USPTO. Task: Predict which catalyst facilitates the given reaction. The catalyst class is: 4. Product: [Br:1][C:2]1[CH:3]=[CH:4][C:5]([OH:32])=[C:6]2[C:11]=1[CH:10]([C:12]([OH:14])=[O:13])[N:9]([S:15]([C:18]1[CH:19]=[CH:20][C:21]([O:24][C:25]3[CH:30]=[CH:29][C:28]([F:31])=[CH:27][CH:26]=3)=[CH:22][CH:23]=1)(=[O:16])=[O:17])[CH2:8][CH2:7]2. Reactant: [Br:1][C:2]1[CH:3]=[CH:4][C:5]([O:32]C)=[C:6]2[C:11]=1[CH:10]([C:12]([OH:14])=[O:13])[N:9]([S:15]([C:18]1[CH:23]=[CH:22][C:21]([O:24][C:25]3[CH:30]=[CH:29][C:28]([F:31])=[CH:27][CH:26]=3)=[CH:20][CH:19]=1)(=[O:17])=[O:16])[CH2:8][CH2:7]2.B(Br)(Br)Br.